From a dataset of HIV replication inhibition screening data with 41,000+ compounds from the AIDS Antiviral Screen. Binary Classification. Given a drug SMILES string, predict its activity (active/inactive) in a high-throughput screening assay against a specified biological target. (1) The compound is CC1CCCC2=C1C(=O)N(CSCN1C(=O)C3=C(C1=O)C(C)CCC3)C2=O. The result is 0 (inactive). (2) The drug is CN(C)C(=S)Oc1ccc2ccc(=O)oc2c1. The result is 0 (inactive). (3) The molecule is CCOC(=O)C(=Cc1ccc(F)cc1)C(=O)c1ccccc1. The result is 0 (inactive). (4) The drug is O=C1C(c2ccccc2)=C(c2ccccc2)C(c2ccc(Sc3ccc(C4=C(c5ccccc5)C(=O)C(c5ccccc5)=C4c4ccccc4)cc3)cc2)=C1c1ccccc1. The result is 0 (inactive). (5) The compound is CC(=O)C(=CC=C(c1ccc(N(C)C)cc1)c1ccc(N(C)C)cc1)C(C)=O. The result is 0 (inactive).